This data is from Full USPTO retrosynthesis dataset with 1.9M reactions from patents (1976-2016). The task is: Predict the reactants needed to synthesize the given product. (1) Given the product [OH:9][CH2:8][C:4]1[CH:3]=[C:2]([C:17]2[CH:16]=[C:15]3[C:20](=[CH:19][CH:18]=2)[N:11]([CH3:10])[C:12](=[O:30])[CH2:13][CH2:14]3)[CH:7]=[N:6][CH:5]=1, predict the reactants needed to synthesize it. The reactants are: Br[C:2]1[CH:3]=[C:4]([CH2:8][OH:9])[CH:5]=[N:6][CH:7]=1.[CH3:10][N:11]1[C:20]2[C:15](=[CH:16][C:17](B3OC(C)(C)C(C)(C)O3)=[CH:18][CH:19]=2)[CH2:14][CH2:13][C:12]1=[O:30].CN(C=O)C.C([O-])([O-])=O.[Na+].[Na+]. (2) Given the product [F:15][C:16]1[CH:21]=[CH:20][C:19]([O:22][C:2]2[C:11]3[C:6](=[C:7]([N+:12]([O-:14])=[O:13])[CH:8]=[CH:9][CH:10]=3)[CH:5]=[CH:4][N:3]=2)=[CH:18][C:17]=1[C:23]([F:24])([F:25])[F:26], predict the reactants needed to synthesize it. The reactants are: Cl[C:2]1[C:11]2[C:6](=[C:7]([N+:12]([O-:14])=[O:13])[CH:8]=[CH:9][CH:10]=2)[CH:5]=[CH:4][N:3]=1.[F:15][C:16]1[CH:21]=[CH:20][C:19]([OH:22])=[CH:18][C:17]=1[C:23]([F:26])([F:25])[F:24].C([O-])([O-])=O.[K+].[K+]. (3) Given the product [CH3:38][O:37][C:34]1[CH:35]=[CH:36][C:20]2[C:19]([O:1][C:2]3[CH:3]=[CH:4][C:5](/[CH:8]=[C:9](\[CH3:15])/[C:10]([O:12][CH2:13][CH3:14])=[O:11])=[CH:6][CH:7]=3)=[C:23]([C:24]3[CH:29]=[CH:28][C:27]([O:30][CH3:31])=[CH:26][CH:25]=3)[S:22](=[O:32])[C:21]=2[CH:33]=1, predict the reactants needed to synthesize it. The reactants are: [OH:1][C:2]1[CH:7]=[CH:6][C:5](/[CH:8]=[C:9](\[CH3:15])/[C:10]([O:12][CH2:13][CH3:14])=[O:11])=[CH:4][CH:3]=1.[H-].[Na+].Br[C:19]1[C:20]2[CH:36]=[CH:35][C:34]([O:37][CH3:38])=[CH:33][C:21]=2[S:22](=[O:32])[C:23]=1[C:24]1[CH:29]=[CH:28][C:27]([O:30][CH3:31])=[CH:26][CH:25]=1. (4) Given the product [F:14][CH:15]([F:19])[C:16](=[O:17])[C:8](=[CH:7][N:1]1[CH2:6][CH2:5][CH2:4][CH2:3][CH2:2]1)[C:9]([O:11][CH2:12][CH3:13])=[O:10], predict the reactants needed to synthesize it. The reactants are: [N:1]1([CH:7]=[CH:8][C:9]([O:11][CH2:12][CH3:13])=[O:10])[CH2:6][CH2:5][CH2:4][CH2:3][CH2:2]1.[F:14][CH:15]([F:19])[C:16](F)=[O:17].C(N(CCCC)CCCC)CCC. (5) Given the product [CH3:46][O:45][C:43](=[O:44])[C:42]1[CH:47]=[C:38]([NH:37][C:4]([C:3]2[C:2]([CH3:1])=[N:10][C:9]([C:11]([F:14])([F:13])[F:12])=[CH:8][CH:7]=2)=[O:6])[CH:39]=[CH:40][C:41]=1[Cl:48], predict the reactants needed to synthesize it. The reactants are: [CH3:1][C:2]1[N:10]=[C:9]([C:11]([F:14])([F:13])[F:12])[CH:8]=[CH:7][C:3]=1[C:4]([OH:6])=O.Cl.CN(C)CCCN=C=NCC.ON1C2N=CC=CC=2N=N1.[NH2:37][C:38]1[CH:39]=[CH:40][C:41]([Cl:48])=[C:42]([CH:47]=1)[C:43]([O:45][CH3:46])=[O:44]. (6) The reactants are: [CH3:1][O:2][C:3]([CH2:5]P(OC)(OC)=O)=[O:4].[CH2:12]([N:19]1[C:23]([CH3:24])=[CH:22][CH:21]=[C:20]1[CH:25]=O)[C:13]1[CH:18]=[CH:17][CH:16]=[CH:15][CH:14]=1.[CH3:27][O:28][C:29]1[CH:34]=[CH:33][N:32]=[C:31]2[NH:35][C:36]([CH2:38]O)=[CH:37][C:30]=12. Given the product [CH3:1][O:2][C:3](=[O:4])[CH:5]=[CH:25][C:20]1[N:19]([CH2:12][C:13]2[CH:18]=[CH:17][CH:16]=[CH:15][CH:14]=2)[C:23]([CH3:24])=[CH:22][CH:21]=1.[CH3:27][O:28][C:29]1[CH:34]=[CH:33][N:32]=[C:31]2[NH:35][C:36]([CH3:38])=[CH:37][C:30]=12, predict the reactants needed to synthesize it. (7) Given the product [N+:55]([C:52]1[CH:53]=[CH:54][C:49]([O:48][CH2:44][CH2:45][CH2:46][CH2:47][Si:15]([CH3:39])([CH3:38])[O:14][Si:13]([CH2:12][CH2:11][CH2:10][CH2:9][O:8][C:7]2[CH:6]=[CH:5][C:4]([N+:1]([O-:3])=[O:2])=[CH:43][CH:42]=2)([CH3:41])[CH3:40])=[CH:50][CH:51]=1)([O-:57])=[O:56], predict the reactants needed to synthesize it. The reactants are: [N+:1]([C:4]1[CH:43]=[CH:42][C:7]([O:8][CH2:9][CH2:10][CH2:11][CH2:12][Si:13]([CH3:41])([CH3:40])[O:14][Si:15]([CH3:39])([CH3:38])O[Si:15]([CH3:38])([CH3:39])[O:14][Si:13]([CH2:12][CH2:11][CH2:10][CH2:9][O:8][C:7]2[CH:6]=[CH:5][C:4]([N+:1]([O-:3])=[O:2])=[CH:43][CH:42]=2)([CH3:40])[CH3:41])=[CH:6][CH:5]=1)([O-:3])=[O:2].[CH2:44]([O:48][C:49]1[CH:54]=[CH:53][C:52]([N+:55]([O-:57])=[O:56])=[CH:51][CH:50]=1)[CH2:45][CH:46]=[CH2:47].C[SiH](C)O[SiH](C)C.